Dataset: NCI-60 drug combinations with 297,098 pairs across 59 cell lines. Task: Regression. Given two drug SMILES strings and cell line genomic features, predict the synergy score measuring deviation from expected non-interaction effect. Drug 1: CC1C(C(=O)NC(C(=O)N2CCCC2C(=O)N(CC(=O)N(C(C(=O)O1)C(C)C)C)C)C(C)C)NC(=O)C3=C4C(=C(C=C3)C)OC5=C(C(=O)C(=C(C5=N4)C(=O)NC6C(OC(=O)C(N(C(=O)CN(C(=O)C7CCCN7C(=O)C(NC6=O)C(C)C)C)C)C(C)C)C)N)C. Drug 2: C1=NC(=NC(=O)N1C2C(C(C(O2)CO)O)O)N. Cell line: HL-60(TB). Synergy scores: CSS=61.6, Synergy_ZIP=-0.343, Synergy_Bliss=-8.98, Synergy_Loewe=-18.4, Synergy_HSA=-17.8.